The task is: Predict the reactants needed to synthesize the given product.. This data is from Full USPTO retrosynthesis dataset with 1.9M reactions from patents (1976-2016). Given the product [N:1]([CH:4]1[CH:5]([F:32])[CH2:6][CH2:7][N:8]([C:11]2[N:15]([CH2:16][CH3:17])[N:14]=[CH:13][C:12]=2[N+:18]([O-:20])=[O:19])[CH2:9][CH2:10]1)=[N+:2]=[N-:3], predict the reactants needed to synthesize it. The reactants are: [N:1]([CH:4]1[CH2:10][CH2:9][N:8]([C:11]2[N:15]([CH2:16][CH3:17])[N:14]=[CH:13][C:12]=2[N+:18]([O-:20])=[O:19])[CH2:7][CH2:6][CH:5]1O)=[N+:2]=[N-:3].COCCN(S(F)(F)[F:32])CCOC.C([O-])(O)=O.[Na+].